This data is from Catalyst prediction with 721,799 reactions and 888 catalyst types from USPTO. The task is: Predict which catalyst facilitates the given reaction. (1) Reactant: [OH:1][C:2]1[CH:11]=[C:10]([O:12][CH3:13])[CH:9]=[C:8]2[C:3]=1[C:4](=[O:14])[NH:5][CH:6]=[N:7]2.C[Si]([N-][Si](C)(C)C)(C)C.[Li+].C1COCC1.[C:30]([O:36][CH2:37]Cl)(=[O:35])[C:31]([CH3:34])([CH3:33])[CH3:32]. Product: [C:30]([O:36][CH2:37][N:5]1[C:4](=[O:14])[C:3]2[C:8](=[CH:9][C:10]([O:12][CH3:13])=[CH:11][C:2]=2[OH:1])[N:7]=[CH:6]1)(=[O:35])[C:31]([CH3:34])([CH3:33])[CH3:32]. The catalyst class is: 3. (2) Reactant: [CH3:1][NH:2][CH3:3].S(=O)(=O)(O)O.[C-:9]#[N:10].[Na+].[F:12][C:13]1[CH:20]=[CH:19][C:16]([CH:17]=O)=[CH:15][CH:14]=1. Product: [F:12][C:13]1[CH:20]=[CH:19][C:16]([CH:17]([N:2]([CH3:3])[CH3:1])[C:9]#[N:10])=[CH:15][CH:14]=1. The catalyst class is: 6. (3) Product: [CH:1]1([C:4]#[C:5][C:6]#[C:7][C:8]#[C:9][C:10]2[CH:11]=[CH:12][C:13]([C:14]([OH:16])=[O:15])=[CH:18][CH:19]=2)[CH2:3][CH2:2]1. The catalyst class is: 200. Reactant: [CH:1]1([C:4]#[C:5][C:6]#[C:7][C:8]#[C:9][C:10]2[CH:19]=[CH:18][C:13]([C:14]([O:16]C)=[O:15])=[CH:12][CH:11]=2)[CH2:3][CH2:2]1.[OH-].[Na+]. (4) Reactant: [H-].[Na+].[N:3]1([CH2:8][CH2:9][CH:10]=[CH:11][C:12]2[CH:17]=[CH:16][C:15]([OH:18])=[CH:14][CH:13]=2)[CH:7]=[CH:6][N:5]=[N:4]1.Cl[CH2:20][C:21]1[N:22]=[C:23]([CH:26]=[CH:27][C:28]2[CH:33]=[CH:32][C:31]([S:34]([F:39])([F:38])([F:37])([F:36])[F:35])=[CH:30][CH:29]=2)[O:24][CH:25]=1.O. Product: [F:37][S:34]([F:35])([F:36])([F:38])([F:39])[C:31]1[CH:32]=[CH:33][C:28]([CH:27]=[CH:26][C:23]2[O:24][CH:25]=[C:21]([CH2:20][O:18][C:15]3[CH:14]=[CH:13][C:12]([CH:11]=[CH:10][CH2:9][CH2:8][N:3]4[CH:7]=[CH:6][N:5]=[N:4]4)=[CH:17][CH:16]=3)[N:22]=2)=[CH:29][CH:30]=1. The catalyst class is: 3.